From a dataset of NCI-60 drug combinations with 297,098 pairs across 59 cell lines. Regression. Given two drug SMILES strings and cell line genomic features, predict the synergy score measuring deviation from expected non-interaction effect. (1) Drug 1: C1CCN(CC1)CCOC2=CC=C(C=C2)C(=O)C3=C(SC4=C3C=CC(=C4)O)C5=CC=C(C=C5)O. Drug 2: COC1=NC(=NC2=C1N=CN2C3C(C(C(O3)CO)O)O)N. Cell line: SK-OV-3. Synergy scores: CSS=-0.302, Synergy_ZIP=5.41, Synergy_Bliss=8.00, Synergy_Loewe=3.11, Synergy_HSA=3.00. (2) Drug 1: CN1C(=O)N2C=NC(=C2N=N1)C(=O)N. Drug 2: C1CC(=O)NC(=O)C1N2C(=O)C3=CC=CC=C3C2=O. Cell line: K-562. Synergy scores: CSS=5.49, Synergy_ZIP=-6.04, Synergy_Bliss=-12.3, Synergy_Loewe=2.41, Synergy_HSA=-8.52. (3) Drug 1: CCCS(=O)(=O)NC1=C(C(=C(C=C1)F)C(=O)C2=CNC3=C2C=C(C=N3)C4=CC=C(C=C4)Cl)F. Drug 2: CNC(=O)C1=CC=CC=C1SC2=CC3=C(C=C2)C(=NN3)C=CC4=CC=CC=N4. Cell line: K-562. Synergy scores: CSS=39.0, Synergy_ZIP=0.517, Synergy_Bliss=1.32, Synergy_Loewe=-41.7, Synergy_HSA=-0.278. (4) Drug 1: C1=NC2=C(N=C(N=C2N1C3C(C(C(O3)CO)O)F)Cl)N. Drug 2: C1=CC=C(C(=C1)C(C2=CC=C(C=C2)Cl)C(Cl)Cl)Cl. Synergy scores: CSS=-0.923, Synergy_ZIP=1.01, Synergy_Bliss=0.386, Synergy_Loewe=-0.584, Synergy_HSA=-0.920. Cell line: EKVX. (5) Drug 1: C1CCC(C1)C(CC#N)N2C=C(C=N2)C3=C4C=CNC4=NC=N3. Drug 2: C1CN1P(=S)(N2CC2)N3CC3. Cell line: MCF7. Synergy scores: CSS=13.3, Synergy_ZIP=-2.81, Synergy_Bliss=-0.124, Synergy_Loewe=-2.80, Synergy_HSA=-0.563. (6) Synergy scores: CSS=18.6, Synergy_ZIP=-0.894, Synergy_Bliss=-3.58, Synergy_Loewe=-25.9, Synergy_HSA=-3.97. Drug 1: CC1C(C(=O)NC(C(=O)N2CCCC2C(=O)N(CC(=O)N(C(C(=O)O1)C(C)C)C)C)C(C)C)NC(=O)C3=C4C(=C(C=C3)C)OC5=C(C(=O)C(=C(C5=N4)C(=O)NC6C(OC(=O)C(N(C(=O)CN(C(=O)C7CCCN7C(=O)C(NC6=O)C(C)C)C)C)C(C)C)C)N)C. Drug 2: C1CC(=O)NC(=O)C1N2C(=O)C3=CC=CC=C3C2=O. Cell line: NCIH23. (7) Drug 1: C1C(C(OC1N2C=C(C(=O)NC2=O)F)CO)O. Drug 2: COCCOC1=C(C=C2C(=C1)C(=NC=N2)NC3=CC=CC(=C3)C#C)OCCOC.Cl. Cell line: HT29. Synergy scores: CSS=32.9, Synergy_ZIP=2.52, Synergy_Bliss=4.69, Synergy_Loewe=-34.6, Synergy_HSA=3.39.